From a dataset of Drug-target binding data from BindingDB using IC50 measurements. Regression. Given a target protein amino acid sequence and a drug SMILES string, predict the binding affinity score between them. We predict pIC50 (pIC50 = -log10(IC50 in M); higher means more potent). Dataset: bindingdb_ic50. (1) The compound is Cc1ccc(Cn2cncc2C[C@H](N[C@@H](CC(C)C)C(=O)O)C(=O)O)cc1. The target protein sequence is MGAAPGRRWPWPPLLPLLLMLLLPPPPLPVALALDSALQPGNFTADEAGAEDFAQSFNSSSEQVLFQSTAASWAHDTNITEENARRQEEAALISQEFSEVWGQKAKALYDPIWQNFTSRTPRRIIGVVRTLGSANLPGKRQQYNSLLSNMTRIYSTARVCFPNKTATCWSLDPELTNILATSRSYTLLLYAWEGWHNAAGIPLKPLYQDFTALSNEAYKQDGFSDTGAYWRSLYDSPTFTEDLERLYHQLEPLYLNLHAYVRRALHRQYGDRFINLRGPIPAHLLGNMWAQSWNNIYDMVVPFPGKPSLDVTSAMVQKGWNVTHMFRVAEEFFTSLGLLPMPPEFWAESMLEKPSDRREVVCHASAWDFYNRKDFRIKQCTQVTIDQLSTVHHEMGHVQYYLQYKDRHVSLRRGANPGFHEAIGDVLALSVSTPAHLHKIGLLDHVTSDWESDINYLLKMALEKIAFLPFGYLVDQWRWGVFSGRTPPSLYNYDWWYLRT.... The pIC50 is 5.0. (2) The small molecule is CC(=O)N[C@@H]1C[C@@H]2CC[C@H](C1)N2Cc1coc2cc(Oc3nc4ccccc4s3)ccc12. The target protein (P24527) has sequence MPEVADTCSLASPASVCRTQHLHLRCSVDFARRTLTGTAALTVQSQEENLRSLTLDTKDLTIEKVVINGQEVKYTLGESQGYKGSPMEISLPIALSKNQEIVIEISFETSPKSSALQWLTPEQTSGKQHPYLFSQCQAIHCRAILPCQDTPSVKLTYTAEVSVPKELVALMSAIRDGEAPDPEDPSRKIYRFNQRVPIPCYLIALVVGALESRQIGPRTLVWSEKEQVEKSANEFSETESMLKIAEDLGGPYVWGQYDLLVLPPSFPYGGMENPCLTFVTPTLLAGDKSLSNVIAHEISHSWTGNLVTNKTWDHFWLNEGHTVYLERHICGRLFGEKFRHFHALGGWGELQNTIKTFGESHPFTKLVVDLKDVDPDVAYSSIPYEKGFALLFYLEQLLGGPEVFLGFLKAYVKKFSYQSVTTDDWKSFLYSHFKDKVDLLNQVDWNTWLYAPGLPPVKPNYDVTLTNACIALSQRWVTAKEEDLSSFSIADLKDLSSHQL.... The pIC50 is 7.2. (3) The compound is Cc1ccc(C(=O)Nc2ccc(S(=O)(=O)O)c3cc(S(=O)(=O)O)cc(S(=O)(=O)O)c23)cc1NC(=O)c1cccc(NC(=O)Nc2cccc(C(=O)Nc3cc(C(=O)Nc4ccc(S(=O)(=O)O)c5cc(S(=O)(=O)O)cc(S(=O)(=O)O)c45)ccc3C)c2)c1. The target protein sequence is VEILPFLYLGSAYHASKCEFLANLHITALLNVSRRTSEACATHLHYKWIPVEDSHTADISSHFQEAIDFIDCVREKGGKVLVHCEAGISRSPTICMAYLMKTKQFRLKEAFDYIKQRRSMVSPNFGFMGQLLQYESEILPSTPNPQPPSCQGEAAGSSLIGHLQTLSPDMQGAYCTFPASVLAPVPTHSTVSELSRSPVATATSC. The pIC50 is 4.4. (4) The small molecule is CN1CCN(c2cc(C(=O)Nc3cccc(Nc4ccc5c(c4)NC(=O)/C5=C\c4ccc[nH]4)c3)cc(C(F)(F)F)c2)CC1. The target protein (Q00342) has sequence MRALAQRSDRRLLLLVVLSVMILETVTNQDLPVIKCVLISHENNGSSAGKPSSYRMVRGSPEDLQCTPRRQSEGTVYEAATVEVAESGSITLQVQLATPGDLSCLWVFKHSSLGCQPHFDLQNRGIVSMAILNVTETQAGEYLLHIQSEAANYTVLFTVNVRDTQLYVLRRPYFRKMENQDALLCISEGVPEPTVEWVLCSSHRESCKEEGPAVVRKEEKVLHELFGTDIRCCARNALGRESTKLFTIDLNQAPQSTLPQLFLKVGEPLWIRCKAIHVNHGFGLTWELEDKALEEGSYFEMSTYSTNRTMIRILLAFVSSVGRNDTGYYTCSSSKHPSQSALVTILEKGFINATSSQEEYEIDPYEKFCFSVRFKAYPRIRCTWIFSQASFPCEQRGLEDGYSISKFCDHKNKPGEYIFYAENDDAQFTKMFTLNIRKKPQVLANASASQASCSSDGYPLPSWTWKKCSDKSPNCTEEIPEGVWNKKANRKVFGQWVSSS.... The pIC50 is 5.2. (5) The drug is CC(C)N(C[C@H]1O[C@@H](n2cnc3c(N)ncnc32)[C@H](O)[C@@H]1O)[C@H]1C[C@@H](CCc2nc3cc(Cl)c(C(F)(F)F)cc3[nH]2)C1. The target protein sequence is MGEKLELRLKSPVGAEPAVYPWPLPVYDKHHDAAHEIIETIRWVCEEIPDLKLAMENYVLIDYDTKSFESMQRLCDKYNRAIDSIHQLWKGTTQPMKLNTRPSTGLLRHILQQVYNHSVTDPEKLNNYEPFSPEVYGETSFDLVAQMIDEIKMTDDDLFVDLGSGVGQVVLQVAAATNCKHHYGVEKADIPAKYAETMDREFRKWMKWYGKKHAEYTLERGDFLSEEWRERIANTSVIFVNNFAFGPEVDHQLKERFANMKEGGRIVSSKPFAPLNFRINSRNLSDIGTIMRVVELSPLKGSVSWTGKPVSYYLHTIDRTILENYFSSLKNPKLREEQEAARRRQQRESKSNAATPTKGPEGKVAGPADAPMDSGAEEEKAGAATVKKPSPSKARKKKLNKKGRKMAGRKRGRPKK. The pIC50 is 9.2. (6) The drug is CN(C)CC(=O)Nc1ccc2[nH]c(=O)c3ccccc3c2c1. The target protein (Q9UKK3) has sequence MVMGIFANCIFCLKVKYLPQQQKKKLQTDIKENGGKFSFSLNPQCTHIILDNADVLSQYQLNSIQKNHVHIANPDFIWKSIREKRLLDVKNYDPYKPLDITPPPDQKASSSEVKTEGLCPDSATEEEDTVELTEFGMQNVEIPHLPQDFEVAKYNTLEKVGMEGGQEAVVVELQCSRDSRDCPFLISSHFLLDDGMETRRQFAIKKTSEDASEYFENYIEELKKQGFLLREHFTPEATQLASEQLQALLLEEVMNSSTLSQEVSDLVEMIWAEALGHLEHMLLKPVNRISLNDVSKAEGILLLVKAALKNGETAEQLQKMMTEFYRLIPHKGTMPKEVNLGLLAKKADLCQLIRDMVNVCETNLSKPNPPSLAKYRALRCKIEHVEQNTEEFLRVRKEVLQNHHSKSPVDVLQIFRVGRVNETTEFLSKLGNVRPLLHGSPVQNIVGILCRGLLLPKVVEDRGVQRTDVGNLGSGIYFSDSLSTSIKYSHPGETDGTRLL.... The pIC50 is 6.1. (7) The small molecule is NCCc1c[nH]c2ccc(-c3nc(N)no3)cc12. The target protein (P79400) has sequence AMTDLLVSILVMPISIPYTITQTWSFGQLLCDIWLSSDITCCTASILHLCVIALDRYWAITDALEYSKRRTAGHAAAMIAIVWAISICISIPPLFWRQARAHEEISDCLVNTSQISYTIYSTCGAFYIPSLLLIILYGRIYRAARNRILNPPSLYGKRFTTAHLITGSAGSSLCSLNPSLHEGHSHSAGSPLFFNHVKIKLADSVLERKRISAARERKATKTLGIILGAFIICWLPFFVASLVLPICRDSCWIHPALFDFFTWLGYLNSLINPIIYTVFNEEFRQAFQKVV. The pIC50 is 7.3. (8) The drug is Cc1ccc(C(NC(=O)c2ccccc2O)C(=O)Nc2c(C)cccc2C)s1. The target protein (P33766) has sequence MDTNMSLLMNKSAVNLMNVSGSTQSVSAGYIVLDVFSYLIFAVTFVLGVLGNGLVIWVAGFRMKHTVTTISYLNLAIADFCFTSTLPFYIASMVMGGHWPFGWFMCKFIYTVIDINLFGSVFLIALIALDRCICVLHPVWAQNHRTVSLAKKVIIVPWICAFLLTLPVIIRLTTVPNSRLGPGKTACTFDFSPWTKDPVEKRKVAVTMLTVRGIIRFIIGFSTPMSIVAICYGLITTKIHRQGLIKSSRPLRVLSFVVAAFFLCWCPFQVVALISTIQVRERLKNMTPGIVTALKITSPLAFFNSCLNPMLYVFMGQDFRERLIHSLPASLERALTEDSAQTSDTGTNLGTNSTSLSENTLNAM. The pIC50 is 4.6.